From a dataset of Merck oncology drug combination screen with 23,052 pairs across 39 cell lines. Regression. Given two drug SMILES strings and cell line genomic features, predict the synergy score measuring deviation from expected non-interaction effect. (1) Drug 1: O=c1[nH]cc(F)c(=O)[nH]1. Drug 2: CCN(CC)CCNC(=O)c1c(C)[nH]c(C=C2C(=O)Nc3ccc(F)cc32)c1C. Cell line: ES2. Synergy scores: synergy=14.4. (2) Drug 1: Cn1nnc2c(C(N)=O)ncn2c1=O. Drug 2: CC1(c2nc3c(C(N)=O)cccc3[nH]2)CCCN1. Cell line: A427. Synergy scores: synergy=29.9.